From a dataset of Forward reaction prediction with 1.9M reactions from USPTO patents (1976-2016). Predict the product of the given reaction. (1) Given the reactants [CH2:1]([O:3][C:4]1[CH:5]=[C:6]([CH2:14][CH2:15][C:16]([OH:18])=O)[CH:7]=[CH:8][C:9]=1[O:10][CH2:11][C:12]#[CH:13])[CH3:2].S(Cl)([Cl:21])=O.C1(C)C=CC=CC=1, predict the reaction product. The product is: [CH2:1]([O:3][C:4]1[CH:5]=[C:6]([CH2:14][CH2:15][C:16]([Cl:21])=[O:18])[CH:7]=[CH:8][C:9]=1[O:10][CH2:11][C:12]#[CH:13])[CH3:2]. (2) Given the reactants [CH2:1]([C:4]([CH2:13][C:14](=[O:25])[C:15]1[CH:20]=[CH:19][C:18]([C:21]([F:24])([F:23])[F:22])=[CH:17][CH:16]=1)([C:9]([O:11][CH3:12])=[O:10])[C:5]([O:7][CH3:8])=[O:6])[CH:2]=C.O=O.[O:28]=[O+][O-].CSC, predict the reaction product. The product is: [CH3:8][O:7][C:5](=[O:6])[C:4]([CH2:1][CH:2]=[O:28])([CH2:13][C:14](=[O:25])[C:15]1[CH:16]=[CH:17][C:18]([C:21]([F:24])([F:22])[F:23])=[CH:19][CH:20]=1)[C:9]([O:11][CH3:12])=[O:10]. (3) Given the reactants [C:1](Cl)(=[O:8])[C:2]1[CH:7]=[CH:6][CH:5]=[CH:4][CH:3]=1.[CH3:10][C:11]1[O:15][N:14]=[C:13]([CH2:16][OH:17])[CH:12]=1.CCN(CC)CC, predict the reaction product. The product is: [C:1]([O:17][CH2:16][C:13]1[CH:12]=[C:11]([CH3:10])[O:15][N:14]=1)(=[O:8])[C:2]1[CH:7]=[CH:6][CH:5]=[CH:4][CH:3]=1. (4) Given the reactants [CH2:1]([O:8][C:9]1[CH:10]=[C:11]([CH2:15][CH:16]([NH:22][C:23]([NH:25][CH2:26][C:27]2[CH:32]=[CH:31][C:30]([NH:33]C(OC(C)(C)C)=O)=[CH:29][CH:28]=2)=[O:24])[C:17]([O:19][CH2:20][CH3:21])=[O:18])[CH:12]=[CH:13][CH:14]=1)[C:2]1[CH:7]=[CH:6][CH:5]=[CH:4][CH:3]=1, predict the reaction product. The product is: [NH2:33][C:30]1[CH:29]=[CH:28][C:27]([CH2:26][NH:25][C:23](=[O:24])[NH:22][CH:16]([CH2:15][C:11]2[CH:12]=[CH:13][CH:14]=[C:9]([O:8][CH2:1][C:2]3[CH:3]=[CH:4][CH:5]=[CH:6][CH:7]=3)[CH:10]=2)[C:17]([O:19][CH2:20][CH3:21])=[O:18])=[CH:32][CH:31]=1. (5) The product is: [Br:29][C:30]1[CH:31]=[C:32]([CH:35]=[CH:36][CH:37]=1)[CH2:33][O:25][C:20]1[CH:21]=[CH:22][CH:23]=[CH:24][C:19]=1[CH2:18][C:17]1[C:13]([O:12][C@@H:1]2[O:9][C@H:8]([CH2:10][OH:11])[C@@H:6]([OH:7])[C@H:4]([OH:5])[C@H:2]2[OH:3])=[N:14][NH:15][C:16]=1[CH:26]([CH3:28])[CH3:27]. Given the reactants [C@@H:1]1([O:12][C:13]2[C:17]([CH2:18][C:19]3[CH:24]=[CH:23][CH:22]=[CH:21][C:20]=3[OH:25])=[C:16]([CH:26]([CH3:28])[CH3:27])[NH:15][N:14]=2)[O:9][C@H:8]([CH2:10][OH:11])[C@@H:6]([OH:7])[C@H:4]([OH:5])[C@H:2]1[OH:3].[Br:29][C:30]1[CH:31]=[C:32]([CH:35]=[CH:36][CH:37]=1)[CH2:33]Br, predict the reaction product. (6) Given the reactants [CH3:1][C:2]([C:13]1[S:14][CH:15]=[CH:16][N:17]=1)([O:4]COCC[Si](C)(C)C)[CH3:3].[Br:18]Br.C(=O)(O)[O-].[Na+], predict the reaction product. The product is: [Br:18][C:15]1[S:14][C:13]([C:2]([OH:4])([CH3:3])[CH3:1])=[N:17][CH:16]=1. (7) Given the reactants Br[C:2]1[CH:7]=[CH:6][CH:5]=[CH:4][C:3]=1[S:8]([NH:11][CH3:12])(=[O:10])=[O:9].[CH3:13][NH:14][C:15]1[C:24]2[C:19](=[CH:20][C:21]([Sn](CCCC)(CCCC)CCCC)=[CH:22][CH:23]=2)[N:18]=[C:17]([NH2:38])[N:16]=1, predict the reaction product. The product is: [CH3:12][NH:11][S:8]([C:3]1[CH:4]=[CH:5][CH:6]=[CH:7][C:2]=1[C:21]1[CH:20]=[C:19]2[C:24]([C:15]([NH:14][CH3:13])=[N:16][C:17]([NH2:38])=[N:18]2)=[CH:23][CH:22]=1)(=[O:10])=[O:9].